From a dataset of Full USPTO retrosynthesis dataset with 1.9M reactions from patents (1976-2016). Predict the reactants needed to synthesize the given product. (1) Given the product [CH2:35]([O:42][CH2:43][CH2:44][CH2:45][CH2:46][N:17]1[C:18](=[O:20])[C:19]2=[C:10]([NH:9][C:3]3[CH:4]=[CH:5][C:6]([I:8])=[CH:7][C:2]=3[F:1])[N:11]([CH3:34])[C:12](=[O:33])[C:13]([CH3:32])=[C:14]2[N:15]([C:22]2[CH:23]=[C:24]([NH:28][C:29](=[O:31])[CH3:30])[CH:25]=[CH:26][CH:27]=2)[C:16]1=[O:21])[C:36]1[CH:41]=[CH:40][CH:39]=[CH:38][CH:37]=1, predict the reactants needed to synthesize it. The reactants are: [F:1][C:2]1[CH:7]=[C:6]([I:8])[CH:5]=[CH:4][C:3]=1[NH:9][C:10]1[N:11]([CH3:34])[C:12](=[O:33])[C:13]([CH3:32])=[C:14]2[C:19]=1[C:18](=[O:20])[NH:17][C:16](=[O:21])[N:15]2[C:22]1[CH:23]=[C:24]([NH:28][C:29](=[O:31])[CH3:30])[CH:25]=[CH:26][CH:27]=1.[CH2:35]([O:42][CH2:43][CH2:44][CH2:45][CH2:46]O)[C:36]1[CH:41]=[CH:40][CH:39]=[CH:38][CH:37]=1.C1(P(C2C=CC=CC=2)C2C=CC=CC=2)C=CC=CC=1.N(C(OC(C)C)=O)=NC(OC(C)C)=O. (2) Given the product [C:29]([N:32]1[C:41]2[C:36](=[CH:37][C:38]([C:42]3[CH2:47][CH2:46][N:45]([C:48]([O:50][C:51]([CH3:54])([CH3:53])[CH3:52])=[O:49])[CH2:44][CH:43]=3)=[CH:39][CH:40]=2)[C@H:35]([NH:55][C:2]2[N:7]=[C:6]([CH3:8])[CH:5]=[CH:4][N:3]=2)[C@@H:34]([CH3:56])[C@@H:33]1[CH3:57])(=[O:31])[CH3:30], predict the reactants needed to synthesize it. The reactants are: Cl[C:2]1[N:7]=[C:6]([CH3:8])[CH:5]=[CH:4][N:3]=1.[F-].[K+].C1OCCOCCOCCOCCOCCOC1.[C:29]([N:32]1[C:41]2[C:36](=[CH:37][C:38]([C:42]3[CH2:47][CH2:46][N:45]([C:48]([O:50][C:51]([CH3:54])([CH3:53])[CH3:52])=[O:49])[CH2:44][CH:43]=3)=[CH:39][CH:40]=2)[C@H:35]([NH2:55])[C@@H:34]([CH3:56])[C@@H:33]1[CH3:57])(=[O:31])[CH3:30].CCN(C(C)C)C(C)C. (3) Given the product [ClH:12].[CH3:1][N:2]1[C:7]2=[N:8][CH2:9][CH2:10][CH2:11][N:6]2[CH2:5][CH2:4][CH2:3]1, predict the reactants needed to synthesize it. The reactants are: [CH3:1][N:2]1[C:7]2=[N:8][CH2:9][CH2:10][CH2:11][N:6]2[CH2:5][CH2:4][CH2:3]1.[ClH:12]. (4) Given the product [CH3:15][N:16]1[CH2:21][CH2:20][N:19]([C:2]2[CH:7]=[CH:6][C:5]([C:8]([F:11])([F:10])[F:9])=[CH:4][C:3]=2[N+:12]([O-:14])=[O:13])[CH2:18][CH2:17]1, predict the reactants needed to synthesize it. The reactants are: F[C:2]1[CH:7]=[CH:6][C:5]([C:8]([F:11])([F:10])[F:9])=[CH:4][C:3]=1[N+:12]([O-:14])=[O:13].[CH3:15][N:16]1[CH2:21][CH2:20][NH:19][CH2:18][CH2:17]1.C([O-])(O)=O.[Na+]. (5) Given the product [CH3:1][C:2]1[C:11]2[C:6](=[CH:7][CH:8]=[CH:9][CH:10]=2)[N:5]=[C:4]([CH2:12][N:13]2[C:22](=[O:23])[C:21]3[N:20]([CH2:24][C:25]#[C:26][CH3:27])[C:19]([N:28]4[CH2:33][CH2:32][CH2:31][C@@H:30]([NH2:34])[CH2:29]4)=[N:18][C:17]=3[N:16]([CH3:45])[C:14]2=[O:15])[N:3]=1, predict the reactants needed to synthesize it. The reactants are: [CH3:1][C:2]1[C:11]2[C:6](=[CH:7][CH:8]=[CH:9][CH:10]=2)[N:5]=[C:4]([CH2:12][N:13]2[C:22](=[O:23])[C:21]3[N:20]([CH2:24][C:25]#[C:26][CH3:27])[C:19]([N:28]4[CH2:33][CH2:32][CH2:31][C@@H:30]([N:34]5C(=O)C6=CC=CC=C6C5=O)[CH2:29]4)=[N:18][C:17]=3[N:16]([CH3:45])[C:14]2=[O:15])[N:3]=1.C(CN)O.